Dataset: Full USPTO retrosynthesis dataset with 1.9M reactions from patents (1976-2016). Task: Predict the reactants needed to synthesize the given product. Given the product [Cl:1][C:2]1[CH:3]=[CH:4][C:5]([C:10]([F:11])([F:12])[F:13])=[C:6]([CH:7]=1)[CH:8]=[O:9], predict the reactants needed to synthesize it. The reactants are: [Cl:1][C:2]1[CH:3]=[CH:4][C:5]([C:10]([F:13])([F:12])[F:11])=[C:6]([CH2:8][OH:9])[CH:7]=1.[Cr](Cl)([O-])(=O)=O.[NH+]1C=CC=CC=1.